Task: Regression. Given a peptide amino acid sequence and an MHC pseudo amino acid sequence, predict their binding affinity value. This is MHC class II binding data.. Dataset: Peptide-MHC class II binding affinity with 134,281 pairs from IEDB (1) The peptide sequence is EICPAVKRDVDLFLTGT. The MHC is HLA-DPA10201-DPB11401 with pseudo-sequence HLA-DPA10201-DPB11401. The binding affinity (normalized) is 0.326. (2) The peptide sequence is KSTNGLRIKSYEDAK. The MHC is DRB3_0101 with pseudo-sequence DRB3_0101. The binding affinity (normalized) is 0.0196. (3) The peptide sequence is RCALHWFPGSHLLAC. The MHC is DRB1_1501 with pseudo-sequence DRB1_1501. The binding affinity (normalized) is 0.624. (4) The peptide sequence is GEEEVQLIAAVPGKN. The MHC is HLA-DQA10201-DQB10303 with pseudo-sequence HLA-DQA10201-DQB10303. The binding affinity (normalized) is 0.585.